The task is: Predict the reaction yield, written as a fraction of the theoretical maximum amount of product (1.0 means a 100% yield; for example, 0.34 means a 34% yield).. This data is from Reaction yield outcomes from USPTO patents with 853,638 reactions. (1) The reactants are O1C=CC=C1[C:6]1[C:14]2[C:13]([S:15][CH3:16])=[N:12][CH:11]=[N:10][C:9]=2[N:8]([C@@H:17]2[O:23][C@H:22]([CH2:24][OH:25])[C@@H:20]([OH:21])[C@H:18]2[OH:19])[CH:7]=1.I[C:27]1[C:35]2[C:34]([S:36][CH3:37])=NC=NC=2N([C@@H]2O[C@H](CO)[C@@H](O)[C@H]2O)C=1.S1C=CC(B(O)O)=C1. No catalyst specified. The product is [CH3:16][S:15][C:13]1[C:14]2[C:6]([C:27]3[CH:35]=[CH:34][S:36][CH:37]=3)=[CH:7][N:8]([C@@H:17]3[O:23][C@H:22]([CH2:24][OH:25])[C@@H:20]([OH:21])[C@H:18]3[OH:19])[C:9]=2[N:10]=[CH:11][N:12]=1. The yield is 0.810. (2) The reactants are C(OC([N:8]1[CH2:13][CH2:12][C:11]([C:24]#[N:25])([C:14]([F:23])([F:22])[C:15]2[CH:20]=[CH:19][C:18]([F:21])=[CH:17][CH:16]=2)[CH2:10][CH2:9]1)=O)(C)(C)C.FC(F)(F)C(O)=O. The catalyst is C(Cl)Cl. The product is [F:23][C:14]([F:22])([C:15]1[CH:16]=[CH:17][C:18]([F:21])=[CH:19][CH:20]=1)[C:11]1([C:24]#[N:25])[CH2:10][CH2:9][NH:8][CH2:13][CH2:12]1. The yield is 0.947. (3) The reactants are [OH:1][CH:2]([CH:29]([CH3:31])[CH3:30])[C:3]([N:5]1[CH2:10][CH2:9][N:8]([C:11]2[C:20]3[C:15](=[CH:16][C:17]([CH3:21])=[CH:18][CH:19]=3)[N:14]=[C:13]([C:22]3[CH:27]=[CH:26][CH:25]=[CH:24][C:23]=3[OH:28])[N:12]=2)[CH2:7][CH2:6]1)=[O:4].CCOCC.[ClH:37]. The catalyst is C(Cl)Cl. The product is [ClH:37].[OH:1][CH:2]([CH:29]([CH3:31])[CH3:30])[C:3]([N:5]1[CH2:10][CH2:9][N:8]([C:11]2[C:20]3[C:15](=[CH:16][C:17]([CH3:21])=[CH:18][CH:19]=3)[N:14]=[C:13]([C:22]3[CH:27]=[CH:26][CH:25]=[CH:24][C:23]=3[OH:28])[N:12]=2)[CH2:7][CH2:6]1)=[O:4]. The yield is 0.830. (4) The reactants are [F:1][C:2]1[CH:9]=[C:8]([C:10]2[C:14]3[CH:15]=[C:16]([C:19]4[O:20][C:21]([CH3:24])=[N:22][N:23]=4)[CH:17]=[CH:18][C:13]=3[O:12][CH:11]=2)[CH:7]=[CH:6][C:3]=1[CH:4]=[O:5].[OH:25]OS([O-])=O.[K+].O. The catalyst is CN(C)C=O. The product is [F:1][C:2]1[CH:9]=[C:8]([C:10]2[C:14]3[CH:15]=[C:16]([C:19]4[O:20][C:21]([CH3:24])=[N:22][N:23]=4)[CH:17]=[CH:18][C:13]=3[O:12][CH:11]=2)[CH:7]=[CH:6][C:3]=1[C:4]([OH:25])=[O:5]. The yield is 0.760. (5) The reactants are [C:1]([NH:5][S:6]([C:9]1(C)[CH2:11][CH2:10]1)(=[O:8])=[O:7])([CH3:4])([CH3:3])[CH3:2].[C:13]([O:21]C)(=O)[C:14]1[CH:19]=[CH:18][CH:17]=[CH:16][CH:15]=1. No catalyst specified. The product is [C:1]([NH:5][S:6]([C:9]1([C:13](=[O:21])[C:14]2[CH:15]=[CH:16][CH:17]=[CH:18][CH:19]=2)[CH2:11][CH2:10]1)(=[O:8])=[O:7])([CH3:4])([CH3:2])[CH3:3]. The yield is 0.660. (6) The reactants are [CH2:1]([C:3]1[C:11]([CH3:12])=[C:10]2[C:6]([C:7](=[O:13])[O:8][CH2:9]2)=[C:5]([O:14][CH2:15][CH2:16][Si:17]([CH3:20])([CH3:19])[CH3:18])[C:4]=1CC=O)[CH3:2].C1(P(C2C=CC=CC=2)(C2C=CC=CC=2)=C(CC)C=[O:33])C=CC=CC=1.[C:48]1([CH3:54])[CH:53]=[CH:52]C=[CH:50][CH:49]=1. No catalyst specified. The product is [CH2:49]([C:48](=[CH:53][CH2:52][C:4]1[C:5]([O:14][CH2:15][CH2:16][Si:17]([CH3:18])([CH3:20])[CH3:19])=[C:6]2[C:10](=[C:11]([CH3:12])[C:3]=1[CH2:1][CH3:2])[CH2:9][O:8][C:7]2=[O:13])[CH:54]=[O:33])[CH3:50]. The yield is 0.480. (7) The reactants are [O:1]1[CH2:6][CH2:5][CH:4]([CH2:7][N:8]2[C:16]3[C:11](=[CH:12][C:13]([C:17]([OH:19])=O)=[CH:14][CH:15]=3)[C:10]([C:20]([CH:22]3[C:24]([CH3:26])([CH3:25])[C:23]3([CH3:28])[CH3:27])=[O:21])=[CH:9]2)[CH2:3][CH2:2]1.[C:29](N1C=CN=C1)([N:31]1C=CN=[CH:32]1)=O.CNC. The catalyst is CCOC(C)=O.C1COCC1. The product is [CH3:29][N:31]([CH3:32])[C:17]([C:13]1[CH:12]=[C:11]2[C:16](=[CH:15][CH:14]=1)[N:8]([CH2:7][CH:4]1[CH2:5][CH2:6][O:1][CH2:2][CH2:3]1)[CH:9]=[C:10]2[C:20]([CH:22]1[C:24]([CH3:25])([CH3:26])[C:23]1([CH3:28])[CH3:27])=[O:21])=[O:19]. The yield is 0.350. (8) The reactants are C[O:2][C:3](=[O:15])[C:4]([C:6]1[CH:11]=[CH:10][C:9]([S:12][CH3:13])=[C:8]([Cl:14])[CH:7]=1)=[O:5].[OH-].[Na+].Cl. The catalyst is C1(C)C=CC=CC=1. The product is [Cl:14][C:8]1[CH:7]=[C:6]([C:4](=[O:5])[C:3]([OH:15])=[O:2])[CH:11]=[CH:10][C:9]=1[S:12][CH3:13]. The yield is 0.980. (9) The reactants are [CH2:1]([OH:4])[CH2:2][OH:3].[C:5](#[N:8])[CH:6]=[CH2:7].Cl. The catalyst is CO. The product is [CH2:1]([O:4][CH2:7][CH2:6][C:5]#[N:8])[CH2:2][O:3][CH2:7][CH2:6][C:5]#[N:8]. The yield is 0.399.